Dataset: Full USPTO retrosynthesis dataset with 1.9M reactions from patents (1976-2016). Task: Predict the reactants needed to synthesize the given product. (1) Given the product [F:4][C:2]([C:5]1[N:6]=[C:7]([C:10]2[CH:15]=[CH:14][CH:13]=[CH:12][C:11]=2[NH:16][C:17](=[O:18])[O:19][CH2:20][CH:21]2[CH2:26][CH2:25][NH:24][CH2:23][CH2:22]2)[S:8][CH:9]=1)([F:1])[CH3:3], predict the reactants needed to synthesize it. The reactants are: [F:1][C:2]([C:5]1[N:6]=[C:7]([C:10]2[CH:15]=[CH:14][CH:13]=[CH:12][C:11]=2[NH:16][C:17]([O:19][CH2:20][CH:21]2[CH2:26][CH2:25][N:24](C(OC(C)(C)C)=O)[CH2:23][CH2:22]2)=[O:18])[S:8][CH:9]=1)([F:4])[CH3:3]. (2) Given the product [Br:32][C:20]1[CH:21]=[C:22]2[C:17](=[CH:18][CH:19]=1)[NH:16][CH:15]=[C:14]2[CH2:13][C:12]([NH:11][C:10]([NH:9][CH2:8][C:6]1[CH:5]=[CH:4][C:3]([N:28]2[CH2:51][CH2:52][N:53]([CH3:54])[CH2:30][CH2:29]2)=[CH:2][CH:7]=1)=[NH:26])=[O:25], predict the reactants needed to synthesize it. The reactants are: Cl[C:2]1[CH:7]=[C:6]([CH2:8][NH:9][C:10]([NH2:26])=[N:11][C:12](=[O:25])[CH2:13][C:14]2[C:22]3[C:17](=[CH:18][CH:19]=[C:20](OC)[CH:21]=3)[NH:16][CH:15]=2)[CH:5]=[C:4](Cl)[C:3]=1[NH:28][C:29](=O)[CH3:30].[Br:32]C1C=C2C(=CC=1)NC=C2CC(O)=O.COC1C=C2[C:54](=CC=1)[NH:53][CH:52]=[C:51]2CC(N(C(SC)=N)C(=O)OC(C)(C)C)=O.CN1CCN(C2C=CC(CN)=CC=2)CC1.